From a dataset of Reaction yield outcomes from USPTO patents with 853,638 reactions. Predict the reaction yield, written as a fraction of the theoretical maximum amount of product (1.0 means a 100% yield; for example, 0.34 means a 34% yield). (1) The reactants are [OH-].[K+].[NH2:3][C:4]1[CH:11]=[CH:10][C:9]([Br:12])=[CH:8][C:5]=1[CH:6]=O.[C:13]([C:16]1[S:20][C:19]([CH3:21])=[N:18][C:17]=1[CH3:22])(=O)[CH3:14].Cl. The catalyst is CCO. The product is [Br:12][C:9]1[CH:8]=[C:5]2[C:4](=[CH:11][CH:10]=1)[N:3]=[C:13]([C:16]1[S:20][C:19]([CH3:21])=[N:18][C:17]=1[CH3:22])[CH:14]=[CH:6]2. The yield is 0.940. (2) The reactants are C(C1C=C([NH:10][C:11]([NH:13][C:14]2[CH:19]=[CH:18][C:17]([Cl:20])=[CH:16][CH:15]=2)=[O:12])N(C2C=C(C=CC=2)C(OCC)=O)N=1)(C)(C)C.[H-].[H-].[H-].[H-].[Li+].[Al+3]. The product is [Cl:20][C:17]1[CH:16]=[CH:15][C:14]([NH:13][C:11](=[O:12])[NH2:10])=[CH:19][CH:18]=1. The catalyst is C1COCC1. The yield is 0.970. (3) The reactants are [CH2:1](Br)[C:2]1[CH:7]=[CH:6][CH:5]=[CH:4][CH:3]=1.[I:9][C:10]1[C:15]([OH:16])=[CH:14][CH:13]=[CH:12][C:11]=1O.[C:18](=[O:21])([O-])[O-].[Cs+].[Cs+]. The catalyst is CN(C)C=O. The product is [CH2:1]([O:16][C:15]1[CH:14]=[CH:13][CH:12]=[C:11]([O:21][CH2:18][C:2]2[CH:7]=[CH:6][CH:5]=[CH:4][CH:3]=2)[C:10]=1[I:9])[C:2]1[CH:7]=[CH:6][CH:5]=[CH:4][CH:3]=1. The yield is 0.710.